This data is from Catalyst prediction with 721,799 reactions and 888 catalyst types from USPTO. The task is: Predict which catalyst facilitates the given reaction. (1) Reactant: [CH3:1][N:2]([CH2:10][C:11](=[O:30])[NH:12][CH2:13][C:14]1[CH:19]=[C:18]([C:20]2[CH:25]=[CH:24][C:23]([C:26]([F:29])([F:28])[F:27])=[CH:22][CH:21]=2)[N:17]=[CH:16][N:15]=1)C(=O)OC(C)(C)C.O1CCOCC1. Product: [CH3:1][NH:2][CH2:10][C:11]([NH:12][CH2:13][C:14]1[CH:19]=[C:18]([C:20]2[CH:25]=[CH:24][C:23]([C:26]([F:29])([F:27])[F:28])=[CH:22][CH:21]=2)[N:17]=[CH:16][N:15]=1)=[O:30]. The catalyst class is: 33. (2) Reactant: C(OC([N:8]1[CH2:13][CH2:12][CH:11]([CH2:14][C:15]([CH3:20])([CH3:19])[CH2:16][C:17]#[N:18])[CH2:10][CH2:9]1)=O)(C)(C)C.[ClH:21]. Product: [ClH:21].[NH:8]1[CH2:13][CH2:12][CH:11]([CH2:14][C:15]([CH3:20])([CH3:19])[CH2:16][C:17]#[N:18])[CH2:10][CH2:9]1. The catalyst class is: 7. (3) Reactant: [CH3:1][C:2]1[CH:11]=[C:10]([CH2:12][O:13][C:14]2[CH:19]=[CH:18][C:17]([S:20]([NH:23][CH:24]3[CH2:29][CH2:28][O:27][CH2:26][CH:25]3[C:30](O)=[O:31])(=[O:22])=[O:21])=[CH:16][CH:15]=2)[C:9]2[C:4](=[CH:5][CH:6]=[CH:7][CH:8]=2)[N:3]=1.[OH:33][N:34]1C2C=CC=CC=2N=N1.Cl.C(N=C=N)C.NO. Product: [OH:33][NH:34][C:30]([C@H:25]1[C@H:24]([NH:23][S:20]([C:17]2[CH:18]=[CH:19][C:14]([O:13][CH2:12][C:10]3[C:9]4[C:4](=[CH:5][CH:6]=[CH:7][CH:8]=4)[N:3]=[C:2]([CH3:1])[CH:11]=3)=[CH:15][CH:16]=2)(=[O:22])=[O:21])[CH2:29][CH2:28][O:27][CH2:26]1)=[O:31]. The catalyst class is: 3. (4) Product: [CH2:38]([O:29][C:26]1[CH:25]=[CH:24][C:23]([CH2:22][N:14]2[C:15]3[C:20](=[CH:19][C:18]([CH3:21])=[CH:17][CH:16]=3)[C:12]([C@@H:1]3[O:9][C@H:8]([CH2:10][OH:11])[C@@H:6]([OH:7])[C@H:4]([OH:5])[C@H:2]3[OH:3])=[CH:13]2)=[CH:28][CH:27]=1)[CH3:39]. Reactant: [C@@H:1]1([C:12]2[C:20]3[C:15](=[CH:16][CH:17]=[C:18]([CH3:21])[CH:19]=3)[N:14]([CH2:22][C:23]3[CH:28]=[CH:27][C:26]([OH:29])=[CH:25][CH:24]=3)[CH:13]=2)[O:9][C@H:8]([CH2:10][OH:11])[C@@H:6]([OH:7])[C@H:4]([OH:5])[C@H:2]1[OH:3].C(=O)([O-])[O-].[Cs+].[Cs+].[I-].[Na+].[CH2:38](Br)[CH3:39].[Cl-].[Na+]. The catalyst class is: 10.